From a dataset of Reaction yield outcomes from USPTO patents with 853,638 reactions. Predict the reaction yield, written as a fraction of the theoretical maximum amount of product (1.0 means a 100% yield; for example, 0.34 means a 34% yield). (1) The reactants are [Br:1][C:2]1[CH:9]=[CH:8][C:5]([C:6]#[N:7])=[C:4]([O:10]C)[CH:3]=1.[Cl-].[Al+3].[Cl-].[Cl-]. The catalyst is C(Cl)Cl.C(OCC)(=O)C. The product is [Br:1][C:2]1[CH:9]=[CH:8][C:5]([C:6]#[N:7])=[C:4]([OH:10])[CH:3]=1. The yield is 0.952. (2) The reactants are [C:1]([O:5][C:6]([NH:8][C:9]1[CH:14]=[CH:13][CH:12]=[CH:11][C:10]=1[NH:15][C:16](=[O:32])[C:17]1[CH:22]=[CH:21][C:20](B2OC(C)(C)C(C)(C)O2)=[CH:19][CH:18]=1)=[O:7])([CH3:4])([CH3:3])[CH3:2].FC(F)(F)S(O[C:39]1[CH2:40][CH2:41][N:42]([C:45]([O:47][CH2:48][C:49]2[CH:54]=[CH:53][CH:52]=[CH:51][CH:50]=2)=[O:46])[CH2:43][CH:44]=1)(=O)=O. The catalyst is COCCOC.C(=O)(O)[O-].[Na+].C1C=CC([P]([Pd]([P](C2C=CC=CC=2)(C2C=CC=CC=2)C2C=CC=CC=2)([P](C2C=CC=CC=2)(C2C=CC=CC=2)C2C=CC=CC=2)[P](C2C=CC=CC=2)(C2C=CC=CC=2)C2C=CC=CC=2)(C2C=CC=CC=2)C2C=CC=CC=2)=CC=1. The product is [C:1]([O:5][C:6]([NH:8][C:9]1[CH:14]=[CH:13][CH:12]=[CH:11][C:10]=1[NH:15][C:16]([C:17]1[CH:22]=[CH:21][C:20]([C:39]2[CH2:44][CH2:43][N:42]([C:45]([O:47][CH2:48][C:49]3[CH:50]=[CH:51][CH:52]=[CH:53][CH:54]=3)=[O:46])[CH2:41][CH:40]=2)=[CH:19][CH:18]=1)=[O:32])=[O:7])([CH3:3])([CH3:4])[CH3:2]. The yield is 0.820. (3) The reactants are [NH2:1][C:2]1[NH:3][C:4]2[CH:10]=[CH:9][CH:8]=[CH:7][C:5]=2[N:6]=1.N1C=CC=CC=1.Cl[C:18]([O:20][CH2:21][C:22]([Cl:25])([Cl:24])[Cl:23])=[O:19].O. The catalyst is O1CCCC1. The product is [NH:3]1[C:4]2[CH:10]=[CH:9][CH:8]=[CH:7][C:5]=2[N:6]=[C:2]1[NH:1][C:18](=[O:19])[O:20][CH2:21][C:22]([Cl:25])([Cl:24])[Cl:23]. The yield is 0.546. (4) The reactants are [OH:1][C:2]1[CH:7]=[CH:6][C:5]([C:8]2[CH:9]=[C:10]3[C:15](=[CH:16][CH:17]=2)[N:14]=[C:13]([C:18]([O:20][CH3:21])=[O:19])[CH:12]=[CH:11]3)=[CH:4][CH:3]=1.C1(P(C2C=CC=CC=2)C2C=CC=CC=2)C=CC=CC=1.[Cl:41][C:42]1[CH:47]=[CH:46][CH:45]=[C:44]([Cl:48])[C:43]=1[C:49]1[C:53]([CH2:54]O)=[C:52]([C@H:56]([CH3:59])[CH2:57][CH3:58])[O:51][N:50]=1.N(C(OC(C)C)=O)=NC(OC(C)C)=O. The catalyst is ClCCl. The product is [Cl:48][C:44]1[CH:45]=[CH:46][CH:47]=[C:42]([Cl:41])[C:43]=1[C:49]1[C:53]([CH2:54][O:1][C:2]2[CH:7]=[CH:6][C:5]([C:8]3[CH:9]=[C:10]4[C:15](=[CH:16][CH:17]=3)[N:14]=[C:13]([C:18]([O:20][CH3:21])=[O:19])[CH:12]=[CH:11]4)=[CH:4][CH:3]=2)=[C:52]([C@H:56]([CH3:59])[CH2:57][CH3:58])[O:51][N:50]=1. The yield is 0.510.